The task is: Predict the reaction yield, written as a fraction of the theoretical maximum amount of product (1.0 means a 100% yield; for example, 0.34 means a 34% yield).. This data is from Reaction yield outcomes from USPTO patents with 853,638 reactions. (1) The yield is 0.950. The catalyst is C(#N)C. The product is [Cl:18][C:19]1[C:20]([F:26])=[C:21]([CH:23]=[CH:24][CH:25]=1)[NH:22][C:8]1[C:7]2[C:12](=[CH:13][C:14]([O:15][CH3:16])=[C:5]([OH:4])[CH:6]=2)[N:11]=[CH:10][N:9]=1. The reactants are C([O:4][C:5]1[CH:6]=[C:7]2[C:12](=[CH:13][C:14]=1[O:15][CH3:16])[N:11]=[CH:10][N:9]=[C:8]2Cl)(=O)C.[Cl:18][C:19]1[C:20]([F:26])=[C:21]([CH:23]=[CH:24][CH:25]=1)[NH2:22].Cl.N. (2) The reactants are [CH2:1]([OH:4])[CH2:2][OH:3].[H-].[Na+].[Cl:7][C:8]1[N:9]=[N:10][C:11]([Cl:15])=[CH:12][C:13]=1Cl.BrC1C(Cl)=C(Cl)N=NC=1. The catalyst is O1CCCC1. The product is [Cl:7][C:8]1[N:9]=[N:10][C:11]([Cl:15])=[CH:12][C:13]=1[O:3][CH2:2][CH2:1][OH:4]. The yield is 0.830. (3) The reactants are [C:1]([O:5][C:6]([N:8]1[CH2:13][CH2:12][N:11]([C:14]([C:16]2[CH:21]=[CH:20][C:19](B(O)O)=[CH:18][CH:17]=2)=[O:15])[CH2:10][CH2:9]1)=[O:7])([CH3:4])([CH3:3])[CH3:2].[CH3:25][C:26]1[NH:30][C:29]2[CH:31]=[CH:32][CH:33]=[CH:34][C:28]=2[N:27]=1.N1C=CC=CC=1. The catalyst is ClCCl.CC([O-])=O.CC([O-])=O.[Cu+2]. The product is [CH3:25][C:26]1[N:30]([C:19]2[CH:20]=[CH:21][C:16]([C:14]([N:11]3[CH2:12][CH2:13][N:8]([C:6]([O:5][C:1]([CH3:4])([CH3:3])[CH3:2])=[O:7])[CH2:9][CH2:10]3)=[O:15])=[CH:17][CH:18]=2)[C:29]2[CH:31]=[CH:32][CH:33]=[CH:34][C:28]=2[N:27]=1. The yield is 0.270. (4) The reactants are CC(C)(C)C[O:4][S:5]([C:8]1[CH:13]=[CH:12][CH:11]=[C:10]([C:14]2[CH:19]=[C:18]([C:20]3[N:25]=[C:24]([C:26]([F:29])([F:28])[F:27])[CH:23]=[C:22]([C:30]4[CH:35]=[CH:34][C:33]([C:36]([F:39])([F:38])[F:37])=[CH:32][CH:31]=4)[N:21]=3)[CH:17]=[CH:16][N:15]=2)[CH:9]=1)(=[O:7])=[O:6].[ClH:42]. The catalyst is O1CCOCC1. The product is [ClH:42].[F:29][C:26]([F:27])([F:28])[C:24]1[CH:23]=[C:22]([C:30]2[CH:31]=[CH:32][C:33]([C:36]([F:39])([F:38])[F:37])=[CH:34][CH:35]=2)[N:21]=[C:20]([C:18]2[CH:17]=[CH:16][N:15]=[C:14]([C:10]3[CH:9]=[C:8]([S:5]([OH:7])(=[O:6])=[O:4])[CH:13]=[CH:12][CH:11]=3)[CH:19]=2)[N:25]=1. The yield is 0.900. (5) The reactants are C([O:4][CH2:5][C:6]1[C:7]([S:37]([CH3:40])(=[O:39])=[O:38])=[CH:8][C:9]2[N:13]3[CH2:14][CH2:15][N:16]([C:21]4[N:26]=[C:25]([C:27]([F:30])([F:29])[F:28])[C:24]([C:31]([O:33]CC)=[O:32])=[CH:23][N:22]=4)[C@H:17]([CH:18]([CH3:20])[CH3:19])[C:12]3=[N:11][C:10]=2[CH:36]=1)(=O)C.O[Li].O. The catalyst is CO.O. The product is [OH:4][CH2:5][C:6]1[C:7]([S:37]([CH3:40])(=[O:38])=[O:39])=[CH:8][C:9]2[N:13]3[CH2:14][CH2:15][N:16]([C:21]4[N:26]=[C:25]([C:27]([F:29])([F:28])[F:30])[C:24]([C:31]([OH:33])=[O:32])=[CH:23][N:22]=4)[C@H:17]([CH:18]([CH3:20])[CH3:19])[C:12]3=[N:11][C:10]=2[CH:36]=1.[OH:4][CH2:5][C:6]1[C:7]([S:37]([CH3:40])(=[O:38])=[O:39])=[CH:8][C:9]2[N:13]3[CH2:14][CH2:15][N:16]([C:21]4[N:26]=[C:25]([C:27]([F:29])([F:28])[F:30])[C:24]([C:31]([OH:33])=[O:32])=[CH:23][N:22]=4)[C@@H:17]([CH:18]([CH3:20])[CH3:19])[C:12]3=[N:11][C:10]=2[CH:36]=1. The yield is 0.400. (6) The reactants are [C:1]([C:3]1[C:4]([C:19]2[CH:24]=[CH:23][C:22]([Cl:25])=[CH:21][C:20]=2[Cl:26])=[C:5]([C:16]([NH2:18])=[O:17])[S:6][C:7]=1[N:8]1[CH2:13][CH2:12][O:11][CH:10]([CH2:14][OH:15])[CH2:9]1)#[N:2].CO[CH:29](OC)[N:30]([CH3:32])[CH3:31]. No catalyst specified. The product is [C:1]([C:3]1[C:4]([C:19]2[CH:24]=[CH:23][C:22]([Cl:25])=[CH:21][C:20]=2[Cl:26])=[C:5]([C:16](/[N:18]=[CH:29]/[N:30]([CH3:32])[CH3:31])=[O:17])[S:6][C:7]=1[N:8]1[CH2:13][CH2:12][O:11][CH:10]([CH2:14][OH:15])[CH2:9]1)#[N:2]. The yield is 0.990. (7) The reactants are [CH3:1][O:2][C:3](=[O:10])[CH2:4][C:5]1([CH2:8][SH:9])[CH2:7][CH2:6]1.[OH2:11]. The catalyst is CO. The product is [CH3:1][O:2][C:3](=[O:10])[CH2:4][C:5]1([CH:8]([S:9][S:9][CH2:8][CH:5]2[CH2:7][CH2:6]2)[CH2:4][C:3]([O:2][CH3:1])=[O:11])[CH2:7][CH2:6]1. The yield is 0.400. (8) The reactants are [Cl:1][CH2:2][C:3]([C:5]1[CH:10]=[CH:9][CH:8]=[CH:7][CH:6]=1)=[O:4].[O:11]=[C:12]([O:30][C@@H:31]1[CH:36]2[CH2:37][CH2:38][N:33]([CH2:34][CH2:35]2)[CH2:32]1)[CH:13]([NH:20][C:21]1[CH:22]=[C:23]([CH:27]=[CH:28][CH:29]=1)[C:24]([OH:26])=[O:25])[C:14]1[CH:19]=[CH:18][CH:17]=[CH:16][CH:15]=1. The catalyst is C(#N)C.CN(C=O)C. The product is [Cl-:1].[C:24]([C:23]1[CH:22]=[C:21]([NH:20][CH:13]([C:14]2[CH:19]=[CH:18][CH:17]=[CH:16][CH:15]=2)[C:12]([O:30][C@@H:31]2[CH:36]3[CH2:37][CH2:38][N+:33]([CH2:2][C:3](=[O:4])[C:5]4[CH:10]=[CH:9][CH:8]=[CH:7][CH:6]=4)([CH2:34][CH2:35]3)[CH2:32]2)=[O:11])[CH:29]=[CH:28][CH:27]=1)([OH:26])=[O:25]. The yield is 0.142.